This data is from Peptide-MHC class II binding affinity with 134,281 pairs from IEDB. The task is: Regression. Given a peptide amino acid sequence and an MHC pseudo amino acid sequence, predict their binding affinity value. This is MHC class II binding data. (1) The peptide sequence is EAMDTISVFLHSEEG. The MHC is HLA-DQA10303-DQB10402 with pseudo-sequence HLA-DQA10303-DQB10402. The binding affinity (normalized) is 0.235. (2) The peptide sequence is AGLLRLLFHDCFANG. The MHC is HLA-DPA10301-DPB10402 with pseudo-sequence HLA-DPA10301-DPB10402. The binding affinity (normalized) is 0.601. (3) The peptide sequence is GTGVLTPSSKRFQPF. The MHC is DRB1_0701 with pseudo-sequence DRB1_0701. The binding affinity (normalized) is 0.398. (4) The peptide sequence is PTRVVNWEVIIMDEA. The MHC is HLA-DQA10102-DQB10501 with pseudo-sequence HLA-DQA10102-DQB10501. The binding affinity (normalized) is 0.648. (5) The peptide sequence is KKMTTTFTNYMVDMFLA. The MHC is DRB1_0801 with pseudo-sequence DRB1_0801. The binding affinity (normalized) is 0.450.